Dataset: Catalyst prediction with 721,799 reactions and 888 catalyst types from USPTO. Task: Predict which catalyst facilitates the given reaction. (1) Product: [N+:23]([C:14]1[CH:15]=[C:16]([C:19]([F:20])([F:21])[F:22])[CH:17]=[CH:18][C:13]=1[N:1]1[CH2:6][CH2:5][O:4][CH2:3][CH2:2]1)([O-:25])=[O:24]. Reactant: [NH:1]1[CH2:6][CH2:5][O:4][CH2:3][CH2:2]1.CN(C)C=O.F[C:13]1[CH:18]=[CH:17][C:16]([C:19]([F:22])([F:21])[F:20])=[CH:15][C:14]=1[N+:23]([O-:25])=[O:24]. The catalyst class is: 6. (2) The catalyst class is: 12. Reactant: [CH:1]1([C@@H:7]([NH:31]C(=O)OC(C)(C)C)[C:8](=[O:30])[NH:9][C:10]2[CH:11]=[C:12]3[C:28](=[O:29])[NH:27][N:26]=[CH:25][C:14]4=[C:15]([C:19]5[CH:24]=[CH:23][CH:22]=[CH:21][CH:20]=5)[NH:16][C:17]([CH:18]=2)=[C:13]34)[CH2:6][CH2:5][CH2:4][CH2:3][CH2:2]1.Cl. Product: [NH2:31][C@H:7]([CH:1]1[CH2:6][CH2:5][CH2:4][CH2:3][CH2:2]1)[C:8]([NH:9][C:10]1[CH:11]=[C:12]2[C:28](=[O:29])[NH:27][N:26]=[CH:25][C:14]3=[C:15]([C:19]4[CH:24]=[CH:23][CH:22]=[CH:21][CH:20]=4)[NH:16][C:17]([CH:18]=1)=[C:13]23)=[O:30]. (3) Reactant: Cl[CH2:2][C:3]1[C:4]2[C:9]([CH:10]=[C:11]3[C:16]=1[CH:15]=[CH:14][CH:13]=[CH:12]3)=[CH:8][CH:7]=[CH:6][CH:5]=2.[C-:17]#[N:18].[K+]. Product: [CH:5]1[C:4]2[C:9](=[CH:10][C:11]3[C:16]([C:3]=2[CH2:2][C:17]#[N:18])=[CH:15][CH:14]=[CH:13][CH:12]=3)[CH:8]=[CH:7][CH:6]=1. The catalyst class is: 10. (4) The catalyst class is: 9. Reactant: F[C:2]1[CH:7]=[CH:6][C:5]([N+:8]([O-])=O)=[CH:4][C:3]=1[C:11]([F:14])([F:13])[F:12].[CH3:15][N:16]1[CH2:21][CH2:20][NH:19][CH2:18][CH2:17]1.C(=O)([O-])[O-].[K+].[K+].C(=O)(O)[O-].[Na+]. Product: [CH3:15][N:16]1[CH2:21][CH2:20][N:19]([C:2]2[CH:7]=[CH:6][C:5]([NH2:8])=[CH:4][C:3]=2[C:11]([F:14])([F:13])[F:12])[CH2:18][CH2:17]1. (5) Reactant: C(O[C:6](=[O:28])[NH:7][C@@H:8]([CH2:21][C:22]1[CH:27]=[CH:26][CH:25]=[CH:24][CH:23]=1)[CH:9]([C:11](=[O:20])[NH:12][CH2:13][C:14]1[CH:19]=[CH:18][CH:17]=[CH:16][CH:15]=1)[OH:10])(C)(C)C.C(O)(C(F)(F)F)=O.[C:36]([O:40][C:41]([NH:43][C@@H:44]([CH3:59])[C:45]([NH:47][C@@H:48]([CH2:52][C:53]1[CH:58]=[CH:57][CH:56]=[CH:55][CH:54]=1)C(O)=O)=[O:46])=[O:42])([CH3:39])([CH3:38])[CH3:37].CN(C(ON1N=NC2C=CC=NC1=2)=[N+](C)C)C.F[P-](F)(F)(F)(F)F.C(N(CC)C(C)C)(C)C. Product: [C:36]([O:40][C:41](=[O:42])[NH:43][C@H:44]([C:45](=[O:46])[NH:47][C@H:48]([C:6](=[O:28])[NH:7][C@@H:8]([CH2:21][C:22]1[CH:23]=[CH:24][CH:25]=[CH:26][CH:27]=1)[CH:9]([C:11](=[O:20])[NH:12][CH2:13][C:14]1[CH:15]=[CH:16][CH:17]=[CH:18][CH:19]=1)[OH:10])[CH2:52][C:53]1[CH:54]=[CH:55][CH:56]=[CH:57][CH:58]=1)[CH3:59])([CH3:37])([CH3:38])[CH3:39]. The catalyst class is: 4. (6) The catalyst class is: 6. Reactant: [Br:1][C:2]1[CH:10]=[C:9]([CH3:11])[C:5]([NH:12]C=O)([C:6]([OH:8])=[O:7])[CH:4]([N+:15]([O-:17])=[O:16])[CH:3]=1.Cl. Product: [NH2:12][C:5]1([C:9]([CH3:11])=[CH:10][C:2]([Br:1])=[CH:3][CH:4]1[N+:15]([O-:17])=[O:16])[C:6]([OH:8])=[O:7]. (7) Reactant: [C:1]([C:4]1[CH:11]=[CH:10][C:7]([CH:8]=[O:9])=[CH:6][CH:5]=1)([OH:3])=O.CN(C)C=O.S(Cl)(Cl)=O.[CH2:21]([NH:23][CH2:24][CH3:25])[CH3:22]. Product: [CH:8]([C:7]1[CH:10]=[CH:11][C:4]([C:1]([N:23]([CH2:24][CH3:25])[CH2:21][CH3:22])=[O:3])=[CH:5][CH:6]=1)=[O:9]. The catalyst class is: 11. (8) Reactant: [N:1]1([C:9]([O:11][C:12]([CH3:15])([CH3:14])[CH3:13])=[O:10])[CH2:8][CH2:7][CH2:6][C@@H:2]1[C:3]([OH:5])=[O:4].[CH2:16](Br)[C:17]1[CH:22]=[CH:21][CH:20]=[CH:19][CH:18]=1.C(N(CC)CC)C. Product: [N:1]1([C:9]([O:11][C:12]([CH3:15])([CH3:14])[CH3:13])=[O:10])[CH2:8][CH2:7][CH2:6][C@@H:2]1[C:3]([O:5][CH2:16][C:17]1[CH:22]=[CH:21][CH:20]=[CH:19][CH:18]=1)=[O:4]. The catalyst class is: 3.